Dataset: Reaction yield outcomes from USPTO patents with 853,638 reactions. Task: Predict the reaction yield, written as a fraction of the theoretical maximum amount of product (1.0 means a 100% yield; for example, 0.34 means a 34% yield). (1) The reactants are [CH3:1][N:2]1[CH:6]=[CH:5][N:4]=[C:3]1/[CH:7]=[N:8]/[C:9]1[CH:17]=[CH:16][CH:15]=[C:14]2[C:10]=1[CH2:11][O:12][C:13]2=[O:18].[F:19][C:20]1[CH:27]=[CH:26][C:23]([CH:24]=[O:25])=[CH:22][CH:21]=1.[O-:28][CH2:29][CH3:30].[Na+].C(O)C. The catalyst is C(OCC)(=O)CC. The product is [F:19][C:20]1[CH:27]=[CH:26][C:23]([C:24]2([OH:25])[C:29](=[O:28])[C:30]3[C:14]([C:13]([O:12][CH2:11][CH3:10])=[O:18])=[CH:15][CH:16]=[CH:17][C:9]=3[NH:8][CH:7]2[C:3]2[N:2]([CH3:1])[CH:6]=[CH:5][N:4]=2)=[CH:22][CH:21]=1. The yield is 0.100. (2) The product is [Cl:37][CH2:36][CH2:35][O:1][C:2]1[CH:11]=[C:10]2[C:5]([C:6]([O:12][C:13]3[C:14]([C:23](=[O:25])[CH3:24])=[N:15][C:16]4[C:21]([CH:22]=3)=[CH:20][CH:19]=[CH:18][CH:17]=4)=[CH:7][CH:8]=[N:9]2)=[CH:4][C:3]=1[O:26][CH3:27]. The yield is 0.740. The catalyst is CN(C)C=O. The reactants are [OH:1][C:2]1[CH:11]=[C:10]2[C:5]([C:6]([O:12][C:13]3[C:14]([C:23](=[O:25])[CH3:24])=[N:15][C:16]4[C:21]([CH:22]=3)=[CH:20][CH:19]=[CH:18][CH:17]=4)=[CH:7][CH:8]=[N:9]2)=[CH:4][C:3]=1[O:26][CH3:27].C(=O)([O-])[O-].[K+].[K+].Br[CH2:35][CH2:36][Cl:37].O. (3) The reactants are Br.[NH2:2][C@@H:3]([CH2:8][C:9]([F:12])([F:11])[CH3:10])[C:4]([O:6][CH3:7])=[O:5].N1C=CC=CC=1.[C:19](Cl)(Cl)=[O:20].C1(C)C=CC=CC=1. The catalyst is ClCCl. The product is [F:12][C:9]([F:11])([CH3:10])[CH2:8][C@H:3]([N:2]=[C:19]=[O:20])[C:4]([O:6][CH3:7])=[O:5]. The yield is 0.940. (4) The reactants are N[C:2]1[NH:7][C:6](=[O:8])[C:5]2=[C:9]([I:22])[N:10]=[C:11]([C@H:12]3[CH2:17][CH2:16][C@H:15]([C:18]([O:20][CH3:21])=[O:19])[CH2:14][CH2:13]3)[N:4]2[N:3]=1.N(OC(C)(C)C)=O. The catalyst is C1COCC1.CN(C=O)C. The product is [I:22][C:9]1[N:10]=[C:11]([C@H:12]2[CH2:13][CH2:14][C@H:15]([C:18]([O:20][CH3:21])=[O:19])[CH2:16][CH2:17]2)[N:4]2[C:5]=1[C:6](=[O:8])[NH:7][CH:2]=[N:3]2. The yield is 0.670.